From a dataset of Reaction yield outcomes from USPTO patents with 853,638 reactions. Predict the reaction yield, written as a fraction of the theoretical maximum amount of product (1.0 means a 100% yield; for example, 0.34 means a 34% yield). (1) The reactants are [Cl:1][C:2]1[CH:7]=[C:6]([O:8][CH2:9][CH:10]2[CH2:15][CH2:14][O:13][CH2:12][CH2:11]2)[CH:5]=[CH:4][C:3]=1[C:16]1[CH:21]=[CH:20][CH:19]=[C:18]([CH2:22][O:23][C:24]2[CH:29]=[CH:28][C:27]([C:30]3([CH2:34][C:35]([O:37]CC)=[O:36])[CH2:33][O:32][CH2:31]3)=[CH:26][CH:25]=2)[CH:17]=1.O.[OH-].[Li+]. The catalyst is C1COCC1.CO. The product is [Cl:1][C:2]1[CH:7]=[C:6]([O:8][CH2:9][CH:10]2[CH2:11][CH2:12][O:13][CH2:14][CH2:15]2)[CH:5]=[CH:4][C:3]=1[C:16]1[CH:21]=[CH:20][CH:19]=[C:18]([CH2:22][O:23][C:24]2[CH:29]=[CH:28][C:27]([C:30]3([CH2:34][C:35]([OH:37])=[O:36])[CH2:33][O:32][CH2:31]3)=[CH:26][CH:25]=2)[CH:17]=1. The yield is 0.780. (2) The reactants are [NH:1]([C:8]([NH:24][C:25]1[CH:30]=[CH:29][CH:28]=[CH:27][CH:26]=1)=[CH:9][C:10]([C:12]1[C:13](Cl)=[N:14][C:15]([Cl:22])=[CH:16][C:17]=1[C:18]([F:21])([F:20])[F:19])=[O:11])[C:2]1[CH:7]=[CH:6][CH:5]=[CH:4][CH:3]=1.CC([O-])(C)C.[K+]. The catalyst is O1CCOCC1. The product is [NH:1]([C:8]1[N:24]([C:25]2[CH:30]=[CH:29][CH:28]=[CH:27][CH:26]=2)[C:13]2[C:12]([C:10](=[O:11])[CH:9]=1)=[C:17]([C:18]([F:21])([F:19])[F:20])[CH:16]=[C:15]([Cl:22])[N:14]=2)[C:2]1[CH:7]=[CH:6][CH:5]=[CH:4][CH:3]=1. The yield is 0.950. (3) The reactants are [CH2:1]([O:15][CH:16]([CH2:29][O:30][CH2:31][CH2:32][CH2:33][CH2:34][CH2:35][CH2:36][CH2:37][CH2:38][CH2:39][CH2:40][CH2:41][CH2:42][CH2:43][CH3:44])[CH2:17]N1C(=O)C2=CC=CC=C2C1=O)[CH2:2][CH2:3][CH2:4][CH2:5][CH2:6][CH2:7][CH2:8][CH2:9][CH2:10][CH2:11][CH2:12][CH2:13][CH3:14].O.[NH2:46]N. The catalyst is C(O)C. The product is [CH2:31]([O:30][CH:29]([NH2:46])[CH:16]([O:15][CH2:1][CH2:2][CH2:3][CH2:4][CH2:5][CH2:6][CH2:7][CH2:8][CH2:9][CH2:10][CH2:11][CH2:12][CH2:13][CH3:14])[CH3:17])[CH2:32][CH2:33][CH2:34][CH2:35][CH2:36][CH2:37][CH2:38][CH2:39][CH2:40][CH2:41][CH2:42][CH2:43][CH3:44]. The yield is 0.897. (4) The product is [F:11][C:12]1[CH:17]=[C:16]([CH2:18][C:19]([C:20]2[CH:25]=[CH:24][CH:23]=[CH:22][CH:21]=2)=[O:26])[CH:15]=[CH:14][N:13]=1. The reactants are C[Si]([N-][Si](C)(C)C)(C)C.[Na+].[F:11][C:12]1[CH:17]=[C:16]([CH3:18])[CH:15]=[CH:14][N:13]=1.[C:19](OCC)(=[O:26])[C:20]1[CH:25]=[CH:24][CH:23]=[CH:22][CH:21]=1.Cl.[OH-].[Na+]. The yield is 0.720. The catalyst is C1COCC1.